This data is from Forward reaction prediction with 1.9M reactions from USPTO patents (1976-2016). The task is: Predict the product of the given reaction. (1) Given the reactants [C:1]1([C:7]2[N:12]=[C:11]3[N:13]=[CH:14][CH:15]=[CH:16][C:10]3=[N:9][C:8]=2[C:17]2[CH:22]=[CH:21][C:20]([CH3:23])=[CH:19][CH:18]=2)[CH:6]=[CH:5][CH:4]=[CH:3][CH:2]=1.C([O-])=O.[NH4+], predict the reaction product. The product is: [C:1]1([C:7]2[N:12]=[C:11]3[NH:13][CH2:14][CH2:15][CH2:16][C:10]3=[N:9][C:8]=2[C:17]2[CH:18]=[CH:19][C:20]([CH3:23])=[CH:21][CH:22]=2)[CH:6]=[CH:5][CH:4]=[CH:3][CH:2]=1. (2) Given the reactants [NH2:1][C:2]1[N:3]([C:12]2[N:13]=[CH:14][N:15]=[C:16](N)[C:17]=2[N:18]=1)[C@@H:4]1[O:11][C@H:8]([CH2:9][OH:10])[C@@H:6]([OH:7])[CH2:5]1.[C@@H]1(N2C3N=CN=C(N)C=3N=C2)O[C@H](CO)[C@@H](O)[C@H]1[OH:22], predict the reaction product. The product is: [NH2:1][C:2]1[N:3]([C:12]2[N:13]=[CH:14][N:15]=[C:16]([OH:22])[C:17]=2[N:18]=1)[C@@H:4]1[O:11][C@H:8]([CH2:9][OH:10])[C@@H:6]([OH:7])[CH2:5]1.